From a dataset of Forward reaction prediction with 1.9M reactions from USPTO patents (1976-2016). Predict the product of the given reaction. (1) Given the reactants [CH3:1][C:2]1[C:10]2[C:9]([CH2:11][CH:12]3[N:16]4[CH:17]=[CH:18][CH:19]=[CH:20][C:15]4=[N:14][C:13]3=[S:21])=[CH:8][S:7][C:6]=2[CH:5]=[CH:4][CH:3]=1.Br[CH2:23][CH2:24][CH2:25][C:26]([O:28][CH3:29])=[O:27].C(=O)([O-])[O-].[K+].[K+], predict the reaction product. The product is: [CH3:29][O:28][C:26](=[O:27])[CH2:25][CH2:24][CH2:23][S:21][C:13]1[N:14]=[C:15]2[CH:20]=[CH:19][CH:18]=[CH:17][N:16]2[C:12]=1[CH2:11][C:9]1[C:10]2[C:2]([CH3:1])=[CH:3][CH:4]=[CH:5][C:6]=2[S:7][CH:8]=1. (2) Given the reactants Br[C:2]1[CH:7]=[CH:6][C:5]([OH:8])=[CH:4][N:3]=1.[F:9][C:10]1[CH:15]=[CH:14][C:13](B(O)O)=[CH:12][CH:11]=1, predict the reaction product. The product is: [F:9][C:10]1[CH:15]=[CH:14][C:13]([C:2]2[N:3]=[CH:4][C:5]([OH:8])=[CH:6][CH:7]=2)=[CH:12][CH:11]=1. (3) Given the reactants [CH2:1]([OH:8])[C@@H:2]([C@@H:4]([CH2:6][OH:7])[OH:5])[OH:3].[C:9]([O:28]C)(=O)[CH2:10][CH2:11][CH2:12][CH2:13][CH2:14][CH2:15][CH2:16]/[CH:17]=[CH:18]\[CH2:19][CH2:20][CH2:21][CH2:22][CH2:23][CH2:24][CH2:25][CH3:26], predict the reaction product. The product is: [C:9]([O:3][C@H:2]([C@@H:4]([CH2:6][O:7][C:9](=[O:28])[CH2:10][CH2:11][CH2:12][CH2:13][CH2:14][CH2:15][CH2:16]/[CH:17]=[CH:18]\[CH2:19][CH2:20][CH2:21][CH2:22][CH2:23][CH2:24][CH2:25][CH3:26])[O:5][C:9](=[O:28])[CH2:10][CH2:11][CH2:12][CH2:13][CH2:14][CH2:15][CH2:16]/[CH:17]=[CH:18]\[CH2:19][CH2:20][CH2:21][CH2:22][CH2:23][CH2:24][CH2:25][CH3:26])[CH2:1][O:8][C:9](=[O:28])[CH2:10][CH2:11][CH2:12][CH2:13][CH2:14][CH2:15][CH2:16]/[CH:17]=[CH:18]\[CH2:19][CH2:20][CH2:21][CH2:22][CH2:23][CH2:24][CH2:25][CH3:26])(=[O:28])[CH2:10][CH2:11][CH2:12][CH2:13][CH2:14][CH2:15][CH2:16]/[CH:17]=[CH:18]\[CH2:19][CH2:20][CH2:21][CH2:22][CH2:23][CH2:24][CH2:25][CH3:26]. (4) Given the reactants [CH:1]1[C:13]2[CH:12]([CH2:14][O:15][C:16]([N:18]3[CH2:23][CH2:22][N:21]([C:24]([O:26][C:27]([CH3:30])([CH3:29])[CH3:28])=[O:25])[CH:20]([C:31]([OH:33])=[O:32])[CH2:19]3)=[O:17])[C:11]3[C:6](=[CH:7][CH:8]=[CH:9][CH:10]=3)[C:5]=2[CH:4]=[CH:3][CH:2]=1.[CH3:34][Si](C=[N+]=[N-])(C)C, predict the reaction product. The product is: [CH3:34][O:32][C:31]([CH:20]1[CH2:19][N:18]([C:16]([O:15][CH2:14][CH:12]2[C:13]3[CH:1]=[CH:2][CH:3]=[CH:4][C:5]=3[C:6]3[C:11]2=[CH:10][CH:9]=[CH:8][CH:7]=3)=[O:17])[CH2:23][CH2:22][N:21]1[C:24]([O:26][C:27]([CH3:29])([CH3:30])[CH3:28])=[O:25])=[O:33]. (5) Given the reactants [O-][CH2:2][CH2:3]CC.[Li+].C([O:14][C:15](=[O:31])[NH:16][C:17]1[CH:22]=[C:21]([F:23])[C:20]([N:24]2[CH2:29][CH:28]3[CH:26]([O:27]3)[CH2:25]2)=[C:19]([F:30])[CH:18]=1)C1C=CC=CC=1.C[OH:33].C([NH:37][CH2:38][C@H:39](OC(=O)C)[CH2:40]Cl)(=O)C, predict the reaction product. The product is: [F:30][C:19]1[CH:18]=[C:17]([N:16]2[CH2:3][C@H:2]([CH2:40][CH2:39][C:38]([NH2:37])=[O:33])[O:14][C:15]2=[O:31])[CH:22]=[C:21]([F:23])[C:20]=1[N:24]1[CH2:25][CH:26]2[CH:28]([O:27]2)[CH2:29]1. (6) Given the reactants [CH3:1][C:2]1[CH:10]=[N:9][CH:8]=[CH:7][C:3]=1[C:4](O)=[O:5].S(Cl)([Cl:13])=O, predict the reaction product. The product is: [CH3:1][C:2]1[CH:10]=[N:9][CH:8]=[CH:7][C:3]=1[C:4]([Cl:13])=[O:5]. (7) Given the reactants [CH3:1][C:2]1[N:6]2[C:7]3[CH:22]=[CH:21][CH:20]=[CH:19][C:8]=3[C:9]([C:13]3[CH:18]=[CH:17][CH:16]=[CH:15][CH:14]=3)=[N:10][CH:11]([NH2:12])[C:5]2=[N:4][N:3]=1.[CH:23]1[C:32]2[C:27](=[CH:28][CH:29]=[CH:30][CH:31]=2)[CH:26]=[CH:25][C:24]=1[C:33](Cl)=[O:34], predict the reaction product. The product is: [CH3:1][C:2]1[N:6]2[C:7]3[CH:22]=[CH:21][CH:20]=[CH:19][C:8]=3[C:9]([C:13]3[CH:18]=[CH:17][CH:16]=[CH:15][CH:14]=3)=[N:10][CH:11]([NH:12][C:33]([C:24]3[CH:25]=[CH:26][C:27]4[C:32](=[CH:31][CH:30]=[CH:29][CH:28]=4)[CH:23]=3)=[O:34])[C:5]2=[N:4][N:3]=1. (8) Given the reactants [CH2:1]([N:3]1[C:12]2[C:7](=[CH:8][CH:9]=[C:10]([O:23][CH2:24][C:25]3[CH:30]=[CH:29][C:28]([O:31][CH3:32])=[CH:27][CH:26]=3)[C:11]=2[O:13][CH2:14][C:15]2[CH:20]=[CH:19][C:18]([O:21][CH3:22])=[CH:17][CH:16]=2)[C:6](=[O:33])[C:5]([C:34](O)=[O:35])=[CH:4]1)[CH3:2].CN(C(ON1N=NC2C=CC=NC1=2)=[N+](C)C)C.F[P-](F)(F)(F)(F)F.CCN(C(C)C)C(C)C.[N:70]1([CH2:75][CH2:76][NH2:77])[CH2:74][CH2:73][CH2:72][CH2:71]1, predict the reaction product. The product is: [CH2:1]([N:3]1[C:12]2[C:7](=[CH:8][CH:9]=[C:10]([O:23][CH2:24][C:25]3[CH:30]=[CH:29][C:28]([O:31][CH3:32])=[CH:27][CH:26]=3)[C:11]=2[O:13][CH2:14][C:15]2[CH:20]=[CH:19][C:18]([O:21][CH3:22])=[CH:17][CH:16]=2)[C:6](=[O:33])[C:5]([C:34]([NH:77][CH2:76][CH2:75][N:70]2[CH2:74][CH2:73][CH2:72][CH2:71]2)=[O:35])=[CH:4]1)[CH3:2].